This data is from Ames mutagenicity test results for genotoxicity prediction. The task is: Regression/Classification. Given a drug SMILES string, predict its toxicity properties. Task type varies by dataset: regression for continuous values (e.g., LD50, hERG inhibition percentage) or binary classification for toxic/non-toxic outcomes (e.g., AMES mutagenicity, cardiotoxicity, hepatotoxicity). Dataset: ames. (1) The drug is C[C@H]1CCCN(N=O)C1. The result is 1 (mutagenic). (2) The compound is Nc1nc(NO)c2ncn(C3OC(CO)C(O)C3O)c2n1. The result is 1 (mutagenic).